This data is from Full USPTO retrosynthesis dataset with 1.9M reactions from patents (1976-2016). The task is: Predict the reactants needed to synthesize the given product. (1) Given the product [CH3:23][O:24][C:2]1[N:7]=[N:6][C:5]([N:8]2[CH2:13][CH2:12][CH:11]([NH:14][C:15](=[O:21])[O:16][C:17]([CH3:20])([CH3:19])[CH3:18])[CH2:10][CH2:9]2)=[CH:4][CH:3]=1, predict the reactants needed to synthesize it. The reactants are: Cl[C:2]1[N:7]=[N:6][C:5]([N:8]2[CH2:13][CH2:12][CH:11]([NH:14][C:15](=[O:21])[O:16][C:17]([CH3:20])([CH3:19])[CH3:18])[CH2:10][CH2:9]2)=[CH:4][CH:3]=1.[Na].[CH3:23][OH:24]. (2) Given the product [C:20]([C:24]1[CH:29]=[CH:28][C:27]([C:2]2[CH:11]=[CH:10][C:9]3[N:8]=[C:7]([NH2:12])[C:6]4[N:13]=[CH:14][N:15]([CH2:16][CH:17]([CH3:19])[CH3:18])[C:5]=4[C:4]=3[CH:3]=2)=[CH:26][CH:25]=1)([CH3:23])([CH3:22])[CH3:21], predict the reactants needed to synthesize it. The reactants are: Br[C:2]1[CH:11]=[CH:10][C:9]2[N:8]=[C:7]([NH2:12])[C:6]3[N:13]=[CH:14][N:15]([CH2:16][CH:17]([CH3:19])[CH3:18])[C:5]=3[C:4]=2[CH:3]=1.[C:20]([C:24]1[CH:29]=[CH:28][C:27](B(O)O)=[CH:26][CH:25]=1)([CH3:23])([CH3:22])[CH3:21]. (3) The reactants are: [F:1][C:2]([F:26])([F:25])[C:3]1[CH:8]=[CH:7][CH:6]=[CH:5][C:4]=1[O:9][CH:10]1[CH2:15][CH2:14][N:13]([C:16]2[S:17][C:18]([S:21](O)(=[O:23])=[O:22])=[CH:19][N:20]=2)[CH2:12][CH2:11]1.P(Cl)(Cl)(Cl)(Cl)[Cl:28].O. Given the product [F:1][C:2]([F:26])([F:25])[C:3]1[CH:8]=[CH:7][CH:6]=[CH:5][C:4]=1[O:9][CH:10]1[CH2:15][CH2:14][N:13]([C:16]2[S:17][C:18]([S:21]([Cl:28])(=[O:23])=[O:22])=[CH:19][N:20]=2)[CH2:12][CH2:11]1, predict the reactants needed to synthesize it. (4) The reactants are: [OH:1][C:2]1[CH:11]=[C:10]2[C:5]([C:6]([Br:16])=[N:7][N:8]([CH:13]([CH3:15])[CH3:14])[C:9]2=[O:12])=[CH:4][CH:3]=1.[C:17]([O-])([O-])=O.[K+].[K+].CI. Given the product [CH3:17][O:1][C:2]1[CH:11]=[C:10]2[C:5]([C:6]([Br:16])=[N:7][N:8]([CH:13]([CH3:14])[CH3:15])[C:9]2=[O:12])=[CH:4][CH:3]=1, predict the reactants needed to synthesize it.